Dataset: Full USPTO retrosynthesis dataset with 1.9M reactions from patents (1976-2016). Task: Predict the reactants needed to synthesize the given product. (1) Given the product [CH3:15][O:16][C:17]1[CH:22]=[C:21]([O:23][CH3:24])[N:20]=[C:19]([N:25]2[C:32](=[O:33])[NH:1][C:4]3[CH:9]=[CH:8][CH:7]=[CH:6][C:5]=3[S:10]2(=[O:12])=[O:11])[CH:18]=1, predict the reactants needed to synthesize it. The reactants are: [N+:1]([C:4]1[CH:9]=[CH:8][CH:7]=[CH:6][C:5]=1[S:10](Cl)(=[O:12])=[O:11])([O-])=O.Cl.[CH3:15][O:16][C:17]1[CH:22]=[C:21]([O:23][CH3:24])[N:20]=[C:19]([NH2:25])[CH:18]=1.N1C=CC=CC=1.[C:32](N1C=CN=C1)(N1C=CN=C1)=[O:33].C(N(CC)CC)C. (2) Given the product [CH:13]1([S:10][CH2:9][C:6]2[CH:7]=[CH:8][C:3]([S:2][CH3:1])=[CH:4][CH:5]=2)[CH2:15][CH2:14]1, predict the reactants needed to synthesize it. The reactants are: [CH3:1][S:2][C:3]1[CH:8]=[CH:7][C:6]([CH2:9][SH:10](=S)=S)=[CH:5][CH:4]=1.[CH:13]1([Mg]Br)[CH2:15][CH2:14]1. (3) Given the product [Cl:26][C:22]1[CH:21]=[C:20]([O:27][C@@H:28]2[CH2:32][C@H:31]([CH2:33][OH:34])[O:30][CH2:29]2)[C:19]([Cl:35])=[C:18]2[C:23]=1[CH2:24][CH2:25][N:16]([CH2:15][C:14]1[C:9](=[O:8])[NH:10][C:11]([CH3:38])=[CH:12][C:13]=1[CH3:37])[C:17]2=[O:36], predict the reactants needed to synthesize it. The reactants are: C([O:8][C:9]1[C:14]([CH2:15][N:16]2[CH2:25][CH2:24][C:23]3[C:18](=[C:19]([Cl:35])[C:20]([O:27][C@@H:28]4[CH2:32][C@H:31]([CH2:33][OH:34])[O:30][CH2:29]4)=[CH:21][C:22]=3[Cl:26])[C:17]2=[O:36])=[C:13]([CH3:37])[CH:12]=[C:11]([CH3:38])[N:10]=1)C1C=CC=CC=1. (4) Given the product [Cl:8][C:5]1[CH:6]=[CH:7][C:2]([NH:1][S:28]([C:25]2[CH:26]=[CH:27][C:22]([C:21]3[O:17][CH:18]=[N:19][CH:20]=3)=[CH:23][CH:24]=2)(=[O:29])=[O:30])=[C:3]([C:9]([C:11]2[N:12]=[CH:13][CH:14]=[CH:15][N:16]=2)=[O:10])[CH:4]=1, predict the reactants needed to synthesize it. The reactants are: [NH2:1][C:2]1[CH:7]=[CH:6][C:5]([Cl:8])=[CH:4][C:3]=1[C:9]([C:11]1[N:16]=[CH:15][CH:14]=[CH:13][N:12]=1)=[O:10].[O:17]1[C:21]([C:22]2[CH:27]=[CH:26][C:25]([S:28](Cl)(=[O:30])=[O:29])=[CH:24][CH:23]=2)=[CH:20][N:19]=[CH:18]1.